From a dataset of Retrosynthesis with 50K atom-mapped reactions and 10 reaction types from USPTO. Predict the reactants needed to synthesize the given product. (1) Given the product CC1Cc2sc(Cc3c[nH]cn3)nc2-c2ccccc21, predict the reactants needed to synthesize it. The reactants are: CC1CC(Br)C(=O)c2ccccc21.NC(=S)Cc1c[nH]cn1. (2) Given the product CN1C(=O)C2(COc3cc4c(cc32)OCO4)c2c(-c3ccc(F)nc3)cccc21, predict the reactants needed to synthesize it. The reactants are: CN1C(=O)C2(COc3cc4c(cc32)OCO4)c2c(Br)cccc21.OB(O)c1ccc(F)nc1. (3) The reactants are: CC(C)(C)OC(=O)NCCCCCNC(=O)CCCCCNC(=O)CCCC[C@@H]1SC[C@@H]2NC(=O)N[C@H]12. Given the product NCCCCCNC(=O)CCCCCNC(=O)CCCC[C@@H]1SC[C@@H]2NC(=O)N[C@H]12, predict the reactants needed to synthesize it. (4) Given the product CS(=O)(=O)OC[C@@H]1COc2ccc(S(=O)(=O)c3ccccc3)cc2O1, predict the reactants needed to synthesize it. The reactants are: CS(=O)(=O)Cl.O=S(=O)(c1ccccc1)c1ccc2c(c1)O[C@H](CO)CO2. (5) Given the product C#CCNC(=O)C[N+](C)(C)C, predict the reactants needed to synthesize it. The reactants are: C#CCNC(=O)CBr.CN(C)C.